This data is from Full USPTO retrosynthesis dataset with 1.9M reactions from patents (1976-2016). The task is: Predict the reactants needed to synthesize the given product. (1) Given the product [Cl:25][C:26]1[CH:31]=[CH:30][C:29]([CH:32]([C:34]2[CH:39]=[CH:38][C:37]([F:40])=[CH:36][CH:35]=2)[C:12]2[C:20]3[C:15](=[C:16]([CH2:22][S:23][CH3:24])[CH:17]=[C:18]([F:21])[CH:19]=3)[NH:14][CH:13]=2)=[C:28]([F:41])[CH:27]=1, predict the reactants needed to synthesize it. The reactants are: ClC1C=CC(C([C:12]2[C:20]3[C:15](=[C:16]([CH2:22][S:23][CH3:24])[CH:17]=[C:18]([F:21])[CH:19]=3)[NH:14][CH:13]=2)CCO)=CC=1.[Cl:25][C:26]1[CH:31]=[CH:30][C:29]([CH:32]([C:34]2[CH:39]=[CH:38][C:37]([F:40])=[CH:36][CH:35]=2)O)=[C:28]([F:41])[CH:27]=1.FC1C=CC(C(C2C=CC(F)=CC=2)C2C3C(=C(CSC)C=CC=3)NC=2)=C(C)C=1. (2) Given the product [CH3:1][C:2]1[C:6]([CH2:7][N:8]2[CH:12]=[C:11]([N:13]3[C:17](=[O:18])[CH:16]([CH2:19][C:20]([NH:25][C:26]4[CH:31]=[CH:30][CH:29]=[CH:28][CH:27]=4)=[O:22])[NH:15][C:14]3=[O:23])[CH:10]=[N:9]2)=[C:5]([CH3:24])[O:4][N:3]=1, predict the reactants needed to synthesize it. The reactants are: [CH3:1][C:2]1[C:6]([CH2:7][N:8]2[CH:12]=[C:11]([N:13]3[C:17](=[O:18])[CH:16]([CH2:19][C:20]([OH:22])=O)[NH:15][C:14]3=[O:23])[CH:10]=[N:9]2)=[C:5]([CH3:24])[O:4][N:3]=1.[NH2:25][C:26]1[CH:31]=[CH:30][CH:29]=[CH:28][CH:27]=1.C(N(CC)CC)C.